This data is from Reaction yield outcomes from USPTO patents with 853,638 reactions. The task is: Predict the reaction yield, written as a fraction of the theoretical maximum amount of product (1.0 means a 100% yield; for example, 0.34 means a 34% yield). (1) The reactants are [NH2:1][C:2]1[N:7]=[C:6](Cl)[N:5]=[C:4]([O:9][CH2:10][C:11]([NH:13][C:14]2[CH:19]=[CH:18][CH:17]=[C:16]([C:20]([F:23])([F:22])[F:21])[CH:15]=2)=[O:12])[N:3]=1.[CH3:24][S-:25].[Na+]. The catalyst is C(Cl)Cl. The product is [NH2:1][C:2]1[N:7]=[C:6]([S:25][CH3:24])[N:5]=[C:4]([O:9][CH2:10][C:11]([NH:13][C:14]2[CH:19]=[CH:18][CH:17]=[C:16]([C:20]([F:23])([F:22])[F:21])[CH:15]=2)=[O:12])[N:3]=1. The yield is 0.240. (2) The reactants are [CH3:1][S:2]([C:5]1[N:10]=[CH:9][C:8]([O:11][C:12]2[CH:13]=[C:14]3[C:18](=[C:19]([O:21][CH:22]4[CH2:27][CH2:26][O:25][CH2:24][CH2:23]4)[CH:20]=2)[NH:17][C:16]([C:28]2[S:29][CH:30]([CH2:33][C:34]([OH:36])=O)[CH2:31][N:32]=2)=[CH:15]3)=[CH:7][CH:6]=1)(=[O:4])=[O:3].O.O[N:39]1[C:43]2[CH:44]=CC=C[C:42]=2N=N1.Cl.C(N=C=NCCCN(C)C)C.C(N)(C)C. The catalyst is CN(C)C=O.CCCCCC.C(OCC)(=O)C.O. The product is [CH3:42][CH:43]([NH:39][C:34](=[O:36])[CH2:33][CH:30]1[S:29][C:28]([C:16]2[NH:17][C:18]3[C:14]([CH:15]=2)=[CH:13][C:12]([O:11][C:8]2[CH:9]=[N:10][C:5]([S:2]([CH3:1])(=[O:3])=[O:4])=[CH:6][CH:7]=2)=[CH:20][C:19]=3[O:21][CH:22]2[CH2:23][CH2:24][O:25][CH2:26][CH2:27]2)=[N:32][CH2:31]1)[CH3:44]. The yield is 0.790. (3) The reactants are [C:1]([NH:4][C:5]1[S:6][CH:7]=[C:8]([CH2:10][NH:11][C:12]2[CH:31]=[CH:30][C:15]([C:16]([NH:18][C:19]([NH:21][NH:22]C(OC(C)(C)C)=O)=[O:20])=O)=[CH:14][CH:13]=2)[N:9]=1)(=[O:3])[CH3:2].O1CCOCC1.[ClH:38]. The catalyst is ClCCl. The product is [ClH:38].[ClH:38].[C:1]([NH:4][C:5]1[S:6][CH:7]=[C:8]([CH2:10][NH:11][C:12]2[CH:31]=[CH:30][C:15]([CH2:16][NH:18][C:19]([NH:21][NH2:22])=[O:20])=[CH:14][CH:13]=2)[N:9]=1)(=[O:3])[CH3:2]. The yield is 0.950. (4) The reactants are Br[C:2]1[C:6]2=[N:7][C:8]([C:11]([NH:13][C:14]3[CH:15]=[N:16][CH:17]=[CH:18][C:19]=3[N:20]3[CH2:25][C@H:24]([CH3:26])[CH2:23][C@H:22]([NH:27][C:28](=[O:34])[O:29][C:30]([CH3:33])([CH3:32])[CH3:31])[CH2:21]3)=[O:12])=[CH:9][CH:10]=[C:5]2[O:4][CH:3]=1.[O-]P([O-])([O-])=O.[K+].[K+].[K+].[C:43](B1OC(C)(C)C(C)(C)O1)([CH3:45])=[CH2:44]. The catalyst is CCOC(C)=O.C1(P(C2CCCCC2)C2C=CC=CC=2C2C(C(C)C)=CC(C(C)C)=CC=2C(C)C)CCCCC1.NC1C=CC=CC=1C1C=CC=CC=1[Pd]Cl. The product is [CH3:26][C@H:24]1[CH2:25][N:20]([C:19]2[CH:18]=[CH:17][N:16]=[CH:15][C:14]=2[NH:13][C:11]([C:8]2[N:7]=[C:6]3[C:2]([C:43]([CH3:45])=[CH2:44])=[CH:3][O:4][C:5]3=[CH:10][CH:9]=2)=[O:12])[CH2:21][C@@H:22]([NH:27][C:28](=[O:34])[O:29][C:30]([CH3:31])([CH3:32])[CH3:33])[CH2:23]1. The yield is 0.860. (5) The reactants are C(OC(=O)[NH:10][C:11]1[CH:16]=[CH:15][CH:14]=[C:13]([C:17]2[N:21]([CH:22]3[CH2:24][CH2:23]3)[CH:20]=[N:19][N:18]=2)[CH:12]=1)C1C=CC=CC=1. The catalyst is Br. The product is [CH:22]1([N:21]2[CH:20]=[N:19][N:18]=[C:17]2[C:13]2[CH:12]=[C:11]([NH2:10])[CH:16]=[CH:15][CH:14]=2)[CH2:24][CH2:23]1. The yield is 0.880. (6) The reactants are C(OC(=O)[NH:7][C@H:8]([C:10]1[N:14]([C@H:15]2[CH2:18][C@@H:17]([O:19][CH2:20][C:21]3[CH:26]=[CH:25][CH:24]=[CH:23][CH:22]=3)[CH2:16]2)[C:13]2[CH:27]=[C:28]([F:31])[CH:29]=[CH:30][C:12]=2[N:11]=1)[CH3:9])(C)(C)C.C(O)(C(F)(F)F)=O. The catalyst is C(Cl)Cl. The product is [CH2:20]([O:19][C@@H:17]1[CH2:18][C@H:15]([N:14]2[C:13]3[CH:27]=[C:28]([F:31])[CH:29]=[CH:30][C:12]=3[N:11]=[C:10]2[C@@H:8]([NH2:7])[CH3:9])[CH2:16]1)[C:21]1[CH:22]=[CH:23][CH:24]=[CH:25][CH:26]=1. The yield is 0.730. (7) The catalyst is C(#N)C. The reactants are [OH:1][C:2]1[C:11]2[C:6](=[N:7][CH:8]=[CH:9][CH:10]=2)[N:5]([CH2:12][CH2:13][CH:14]([CH3:16])[CH3:15])[C:4](=[O:17])[C:3]=1[C:18]1[NH:23][C:22]2[CH:24]=[CH:25][C:26]([NH:28][S:29]([N:32]3CCO[C:33]3=O)(=[O:31])=[O:30])=[CH:27][C:21]=2[S:20](=[O:39])(=[O:38])[N:19]=1.Cl.N[CH2:42][C:43]([NH2:45])=[O:44].C(=O)([O-])[O-].[K+].[K+]. The product is [OH:1][C:2]1[C:11]2[C:6](=[N:7][CH:8]=[CH:9][CH:10]=2)[N:5]([CH2:12][CH2:13][CH:14]([CH3:15])[CH3:16])[C:4](=[O:17])[C:3]=1[C:18]1[NH:23][C:22]2[CH:24]=[CH:25][C:26]([NH:28][S:29]([NH:32][CH2:33][CH2:42][C:43]([NH2:45])=[O:44])(=[O:31])=[O:30])=[CH:27][C:21]=2[S:20](=[O:39])(=[O:38])[N:19]=1. The yield is 0.100. (8) The reactants are [CH:1]1[C:10]2[C:5](=[CH:6][C:7]([OH:11])=[CH:8][CH:9]=2)[CH:4]=[CH:3][C:2]=1[OH:12].[F:13][C:14]([F:27])([F:26])[S:15](O[S:15]([C:14]([F:27])([F:26])[F:13])(=[O:17])=[O:16])(=[O:17])=[O:16].O. The catalyst is N1C=CC=CC=1.C(Cl)Cl. The product is [F:13][C:14]([F:27])([F:26])[S:15]([O:12][C:2]1[CH:3]=[CH:4][C:5]2[C:10](=[CH:9][CH:8]=[C:7]([OH:11])[CH:6]=2)[CH:1]=1)(=[O:17])=[O:16]. The yield is 0.457.